This data is from Forward reaction prediction with 1.9M reactions from USPTO patents (1976-2016). The task is: Predict the product of the given reaction. (1) Given the reactants Cl[CH2:2][C:3]([CH2:5]Cl)=O.[F:7][C:8]1[CH:13]=[CH:12][C:11]([NH:14][C:15]([NH2:17])=[S:16])=[CH:10][CH:9]=1.[NH2:18][C:19]1[C:24]([C:25]#[N:26])=[C:23]([C:27]2[CH:32]=[CH:31][C:30]([O:33][CH2:34][CH2:35][OH:36])=[CH:29][CH:28]=2)[C:22]([C:37]#[N:38])=[C:21]([SH:39])[N:20]=1.C(=O)(O)[O-].[Na+], predict the reaction product. The product is: [NH2:18][C:19]1[C:24]([C:25]#[N:26])=[C:23]([C:27]2[CH:28]=[CH:29][C:30]([O:33][CH2:34][CH2:35][OH:36])=[CH:31][CH:32]=2)[C:22]([C:37]#[N:38])=[C:21]([S:39][CH2:5][C:3]2[N:17]=[C:15]([NH:14][C:11]3[CH:10]=[CH:9][C:8]([F:7])=[CH:13][CH:12]=3)[S:16][CH:2]=2)[N:20]=1. (2) Given the reactants [CH3:1][O:2][C:3]([C:5]1[S:6][C:7]([S:21][CH3:22])=[C:8]([S:10]([C:13]2[CH:14]=[N:15][C:16](Cl)=[C:17]([Br:19])[CH:18]=2)(=[O:12])=[O:11])[CH:9]=1)=[O:4].[NH2:23][CH2:24][C:25]1[CH:26]=[N:27][CH:28]=[CH:29][CH:30]=1, predict the reaction product. The product is: [CH3:1][O:2][C:3]([C:5]1[S:6][C:7]([S:21][CH3:22])=[C:8]([S:10]([C:13]2[CH:14]=[N:15][C:16]([NH:23][CH2:24][C:25]3[CH:26]=[N:27][CH:28]=[CH:29][CH:30]=3)=[C:17]([Br:19])[CH:18]=2)(=[O:12])=[O:11])[CH:9]=1)=[O:4]. (3) Given the reactants [Cl:1][C:2]1[CH:26]=[CH:25][C:5]([C:6]([NH:8][CH:9]([CH2:13][C:14]2[C:23]3[C:18](=[CH:19][CH:20]=[CH:21][CH:22]=3)[NH:17][C:16](=[O:24])[CH:15]=2)[C:10]([OH:12])=[S:11])=[O:7])=[CH:4][CH:3]=1.Br[CH2:28][CH:29]1[CH2:34][CH2:33][CH2:32][CH2:31][CH2:30]1, predict the reaction product. The product is: [Cl:1][C:2]1[CH:3]=[CH:4][C:5]([C:6]([NH:8][CH:9]([CH2:13][C:14]2[C:23]3[C:18](=[CH:19][CH:20]=[CH:21][CH:22]=3)[NH:17][C:16](=[O:24])[CH:15]=2)[C:10]([S:11][CH2:28][CH:29]2[CH2:34][CH2:33][CH2:32][CH2:31][CH2:30]2)=[O:12])=[O:7])=[CH:25][CH:26]=1. (4) The product is: [OH:1][C:2]1[CH:3]=[C:4]([CH:30]=[CH:31][CH:32]=1)[O:5][CH:6]1[CH2:9][N:8]([C:10]([CH3:29])([CH3:28])[CH2:11][CH2:12][C:13]([C:22]2[CH:23]=[CH:24][CH:25]=[CH:26][CH:27]=2)([C:16]2[CH:21]=[CH:20][CH:19]=[CH:18][CH:17]=2)[C:14]([NH2:15])=[O:38])[CH2:7]1. Given the reactants [OH:1][C:2]1[CH:3]=[C:4]([CH:30]=[CH:31][CH:32]=1)[O:5][CH:6]1[CH2:9][N:8]([C:10]([CH3:29])([CH3:28])[CH2:11][CH2:12][C:13]([C:22]2[CH:27]=[CH:26][CH:25]=[CH:24][CH:23]=2)([C:16]2[CH:21]=[CH:20][CH:19]=[CH:18][CH:17]=2)[C:14]#[N:15])[CH2:7]1.C([OH:38])(CC)(C)C.[OH-].[K+], predict the reaction product. (5) The product is: [C:12]([C:10]1[N:9]([CH2:16][CH2:17][N:18]2[CH2:23][CH2:22][CH2:21][CH2:20][CH2:19]2)[C:8]2[CH:24]=[CH:25][C:5]([NH:4][CH3:3])=[CH:6][C:7]=2[N:11]=1)([CH3:15])([CH3:13])[CH3:14]. Given the reactants CO[C:3](=O)[NH:4][C:5]1[CH:25]=[CH:24][C:8]2[N:9]([CH2:16][CH2:17][N:18]3[CH2:23][CH2:22][CH2:21][CH2:20][CH2:19]3)[C:10]([C:12]([CH3:15])([CH3:14])[CH3:13])=[N:11][C:7]=2[CH:6]=1.Cl.CCOCC.[H-].[H-].[H-].[H-].[Li+].[Al+3], predict the reaction product. (6) Given the reactants [C:1]1([C@H:7]([NH:9][C:10]2[C:11]3[CH:18]=[C:17]([C:19]4[CH:20]=[C:21]([CH2:25]O)[CH:22]=[CH:23][CH:24]=4)[NH:16][C:12]=3[N:13]=[CH:14][N:15]=2)[CH3:8])[CH:6]=[CH:5][CH:4]=[CH:3][CH:2]=1.C1(P(C2C=CC=CC=2)C2C=CC=CC=2)C=CC=CC=1.[Cl:46]N1C(=O)CCC1=O, predict the reaction product. The product is: [Cl:46][CH2:25][C:21]1[CH:20]=[C:19]([C:17]2[NH:16][C:12]3[N:13]=[CH:14][N:15]=[C:10]([NH:9][C@@H:7]([C:1]4[CH:2]=[CH:3][CH:4]=[CH:5][CH:6]=4)[CH3:8])[C:11]=3[CH:18]=2)[CH:24]=[CH:23][CH:22]=1. (7) Given the reactants [H-].[Na+].[Cl:3][C:4]1[N:14]=[C:13]2[C:7]([N:8]([CH3:16])[C:9](=[O:15])[CH2:10][CH2:11][NH:12]2)=[CH:6][N:5]=1.Cl[CH2:18][C:19]1[N:20]=[C:21]([CH3:24])[S:22][CH:23]=1, predict the reaction product. The product is: [Cl:3][C:4]1[N:14]=[C:13]2[C:7]([N:8]([CH3:16])[C:9](=[O:15])[CH2:10][CH2:11][N:12]2[CH2:18][C:19]2[N:20]=[C:21]([CH3:24])[S:22][CH:23]=2)=[CH:6][N:5]=1.